Predict the reactants needed to synthesize the given product. From a dataset of Retrosynthesis with 50K atom-mapped reactions and 10 reaction types from USPTO. Given the product CCOC(=O)c1ccc(-c2ccc(OCCO)cc2)cc1, predict the reactants needed to synthesize it. The reactants are: CCOC(=O)COc1ccc(-c2ccc(C(=O)OCC)cc2)cc1.